This data is from Full USPTO retrosynthesis dataset with 1.9M reactions from patents (1976-2016). The task is: Predict the reactants needed to synthesize the given product. (1) The reactants are: [OH-].[Na+].[CH3:3][C:4]1[N:5]=[C:6]2[CH:11]=[N:10][CH:9]=[CH:8][N:7]2[C:12]=1[C:13]([O:15]CC)=[O:14].Cl. Given the product [CH3:3][C:4]1[N:5]=[C:6]2[CH:11]=[N:10][CH:9]=[CH:8][N:7]2[C:12]=1[C:13]([OH:15])=[O:14], predict the reactants needed to synthesize it. (2) Given the product [O:19]=[C:18]1[NH:1][C:2]2[CH:3]=[C:4]([C:5]#[N:6])[CH:7]=[CH:8][C:9]=2[O:10][CH2:17]1, predict the reactants needed to synthesize it. The reactants are: [NH2:1][C:2]1[CH:3]=[C:4]([CH:7]=[CH:8][C:9]=1[OH:10])[C:5]#[N:6].C(=O)(O)[O-].[Na+].Br[CH2:17][C:18](Br)=[O:19]. (3) The reactants are: [Br:1][C:2]1[CH:10]=[CH:9][C:8]([O:11][CH3:12])=[CH:7][C:3]=1[C:4](Cl)=[O:5].[CH3:13][Zn]C. Given the product [Br:1][C:2]1[CH:10]=[CH:9][C:8]([O:11][CH3:12])=[CH:7][C:3]=1[C:4](=[O:5])[CH3:13], predict the reactants needed to synthesize it. (4) Given the product [CH:1]1([S:5]([C:8]2[CH:21]=[CH:20][CH:19]=[CH:18][C:9]=2[CH2:10][N:11]([CH3:22])[C:12](=[O:17])[C:13]([F:14])([F:15])[F:16])(=[O:6])=[O:7])[CH2:4][CH2:3][CH2:2]1, predict the reactants needed to synthesize it. The reactants are: [CH:1]1([S:5]([C:8]2[CH:21]=[CH:20][CH:19]=[CH:18][C:9]=2[CH2:10][NH:11][C:12](=[O:17])[C:13]([F:16])([F:15])[F:14])(=[O:7])=[O:6])[CH2:4][CH2:3][CH2:2]1.[C:22](=O)([O-])[O-].[K+].[K+].CI. (5) The reactants are: Cl.[CH2:2]([O:4][C:5]1[CH:10]=[CH:9][C:8]([CH:11]2[CH2:16][CH2:15][N:14]([C:17]3[CH:22]=[CH:21][C:20]([C@@H:23]([NH2:25])[CH3:24])=[CH:19][CH:18]=3)[CH2:13][CH2:12]2)=[CH:7][CH:6]=1)[CH3:3].C1C[CH2:35][N:34]2[C:29](=NCC[CH2:33]2)[CH2:28]C1.C(NC)C.[O:41]1CCOCC1. Given the product [CH2:2]([O:4][C:5]1[CH:6]=[CH:7][C:8]([CH:11]2[CH2:12][CH2:13][N:14]([C:17]3[CH:18]=[CH:19][C:20]([C@@H:23]([NH:25][C:33](=[O:41])[N:34]([CH2:29][CH3:28])[CH3:35])[CH3:24])=[CH:21][CH:22]=3)[CH2:15][CH2:16]2)=[CH:9][CH:10]=1)[CH3:3], predict the reactants needed to synthesize it.